Predict which catalyst facilitates the given reaction. From a dataset of Catalyst prediction with 721,799 reactions and 888 catalyst types from USPTO. (1) Reactant: [CH2:1]([C:3]([CH2:5][CH3:6])=[O:4])[CH3:2].[Cl-].[CH3:8][N:9]([CH3:16])[CH:10]=NC=[N+](C)C.C[O-].[Na+]. Product: [CH3:8][N:9]([CH3:16])[CH:10]=[C:1]([CH3:2])[C:3](=[O:4])[CH2:5][CH3:6]. The catalyst class is: 5. (2) Reactant: [CH:1]1([C:7]([NH2:9])=O)[CH2:6][CH2:5][CH2:4][CH2:3][CH2:2]1.P12(SP3(SP(SP(S3)(S1)=S)(=S)S2)=S)=[S:11].C(=O)(O)[O-].[Na+]. Product: [CH:1]1([C:7](=[S:11])[NH2:9])[CH2:6][CH2:5][CH2:4][CH2:3][CH2:2]1. The catalyst class is: 11. (3) Reactant: [NH2:1][C:2]1[N:7]=[CH:6][C:5]([N+:8]([O-])=O)=[CH:4][N:3]=1.[C:11]([O:15][C:16](O[C:16]([O:15][C:11]([CH3:14])([CH3:13])[CH3:12])=[O:17])=[O:17])([CH3:14])([CH3:13])[CH3:12]. Product: [NH2:1][C:2]1[N:7]=[CH:6][C:5]([NH:8][C:16]([O:15][C:11]([CH3:14])([CH3:13])[CH3:12])=[O:17])=[CH:4][N:3]=1. The catalyst class is: 19.